Dataset: HIV replication inhibition screening data with 41,000+ compounds from the AIDS Antiviral Screen. Task: Binary Classification. Given a drug SMILES string, predict its activity (active/inactive) in a high-throughput screening assay against a specified biological target. (1) The molecule is FC(F)(F)c1nc(-c2ccccc2)oc1Sc1nnc(Sc2oc(-c3ccccc3)nc2C(F)(F)F)s1. The result is 0 (inactive). (2) The result is 0 (inactive). The molecule is CCC(=O)OC1CC2=CC(=O)CCC2(C)C2CCC3(C)C(OC(=O)CC)CCC3C12. (3) The molecule is Cc1cccc2c1Sc1ccccc1C2NC(=O)CN(C)C. The result is 0 (inactive). (4) The compound is COC(=O)C1(Cc2ccc3c(c2)CCC3)Cc2ccc3c(c2C1)CCC3. The result is 0 (inactive). (5) The drug is CCC(=O)c1c(NOC2OC(COC(C)=O)C(OC(C)=O)C(OC(C)=O)C2OC(C)=O)nc(OC)n(C)c1=O. The result is 0 (inactive). (6) The result is 0 (inactive). The drug is CN(N=Cc1ccccc1Cl)C(c1ccccc1Cl)N(C)N=Cc1ccccc1Cl.